This data is from Forward reaction prediction with 1.9M reactions from USPTO patents (1976-2016). The task is: Predict the product of the given reaction. (1) Given the reactants [CH3:1][N:2]1[C:10]2[C:5](=[CH:6][CH:7]=[CH:8][CH:9]=2)[C:4]([CH3:11])=[C:3]1[C:12]([NH:14][C@H:15]([C:19]([NH:21][CH:22]([CH:31]([OH:44])[CH2:32][O:33][C:34]1[C:39]([F:40])=[C:38]([F:41])[CH:37]=[C:36]([F:42])[C:35]=1[F:43])[CH2:23][C:24]([O:26][C:27]([CH3:30])([CH3:29])[CH3:28])=[O:25])=[O:20])[CH:16]([CH3:18])[CH3:17])=[O:13].CC(OI1(OC(C)=O)(OC(C)=O)OC(=O)C2C=CC=CC1=2)=O, predict the reaction product. The product is: [CH3:1][N:2]1[C:10]2[C:5](=[CH:6][CH:7]=[CH:8][CH:9]=2)[C:4]([CH3:11])=[C:3]1[C:12]([NH:14][C@H:15]([C:19]([NH:21][CH:22]([C:31](=[O:44])[CH2:32][O:33][C:34]1[C:39]([F:40])=[C:38]([F:41])[CH:37]=[C:36]([F:42])[C:35]=1[F:43])[CH2:23][C:24]([O:26][C:27]([CH3:28])([CH3:29])[CH3:30])=[O:25])=[O:20])[CH:16]([CH3:18])[CH3:17])=[O:13]. (2) Given the reactants FC(F)(F)C(O)=O.[NH2:8][CH:9]([CH2:14][C:15]1[CH:20]=[CH:19][C:18]([O:21][CH2:22][CH2:23][N:24]2[C:28]3[CH:29]=[CH:30][C:31]([C:33](=[O:40])[C:34]4[CH:39]=[CH:38][CH:37]=[CH:36][CH:35]=4)=[CH:32][C:27]=3[S:26][C:25]2=[O:41])=[CH:17][CH:16]=1)[C:10]([O:12][CH3:13])=[O:11].C(N(CC)CC)C.Cl[C:50]([O:52][CH2:53][CH2:54][CH2:55][CH3:56])=[O:51], predict the reaction product. The product is: [C:33]([C:31]1[CH:30]=[CH:29][C:28]2[N:24]([CH2:23][CH2:22][O:21][C:18]3[CH:17]=[CH:16][C:15]([CH2:14][CH:9]([NH:8][C:50]([O:52][CH2:53][CH2:54][CH2:55][CH3:56])=[O:51])[C:10]([O:12][CH3:13])=[O:11])=[CH:20][CH:19]=3)[C:25](=[O:41])[S:26][C:27]=2[CH:32]=1)(=[O:40])[C:34]1[CH:35]=[CH:36][CH:37]=[CH:38][CH:39]=1.